This data is from Forward reaction prediction with 1.9M reactions from USPTO patents (1976-2016). The task is: Predict the product of the given reaction. (1) Given the reactants [CH3:1][NH:2][C:3]([C:5]1[CH:6]=[N:7][N:8]([C:10]2[N:18]=[C:17]3[C:13]([N:14]=[CH:15][N:16]3[C@@H:19]3[CH2:23][C@H:22]([NH:24][C:25](=[O:28])[CH2:26][CH3:27])[C@@H:21]([OH:29])[C@H:20]3[OH:30])=[C:12]([NH:31][CH2:32][CH:33]([C:40]3[CH:45]=[CH:44][CH:43]=[CH:42][CH:41]=3)[C:34]3[CH:39]=[CH:38][CH:37]=[CH:36][CH:35]=3)[N:11]=2)[CH:9]=1)=[O:4].[CH3:46][NH2:47], predict the reaction product. The product is: [N:47]1[CH:21]=[CH:20][CH:19]=[CH:23][C:46]=1[CH2:1][NH:2][C:3]([C:5]1[CH:6]=[N:7][N:8]([C:10]2[N:18]=[C:17]3[C:13]([N:14]=[CH:15][N:16]3[C@@H:19]3[CH2:23][C@H:22]([NH:24][C:25](=[O:28])[CH2:26][CH3:27])[C@@H:21]([OH:29])[C@H:20]3[OH:30])=[C:12]([NH:31][CH2:32][CH:33]([C:40]3[CH:45]=[CH:44][CH:43]=[CH:42][CH:41]=3)[C:34]3[CH:35]=[CH:36][CH:37]=[CH:38][CH:39]=3)[N:11]=2)[CH:9]=1)=[O:4]. (2) Given the reactants [CH3:1][C:2]1[CH:7]=[CH:6][C:5]([N+:8]([O-])=O)=[CH:4][C:3]=1[C:11]1[C:16]2[CH:17]=[CH:18][S:19][C:15]=2[CH:14]=[CH:13][N:12]=1.O.O.[Sn](Cl)Cl.[Na], predict the reaction product. The product is: [CH3:1][C:2]1[CH:7]=[CH:6][C:5]([NH2:8])=[CH:4][C:3]=1[C:11]1[C:16]2[CH:17]=[CH:18][S:19][C:15]=2[CH:14]=[CH:13][N:12]=1. (3) Given the reactants Br[C:2]1[CH:3]=[C:4]([N:9]2[C:13]3=[N:14][CH:15]=[CH:16][CH:17]=[C:12]3[C:11]([C:18]([O:20][CH3:21])=[O:19])=[N:10]2)[CH:5]=[C:6]([F:8])[CH:7]=1.[C:22]([C@:24]1([OH:31])[CH2:28][CH2:27][N:26]([CH3:29])[C:25]1=[O:30])#[CH:23], predict the reaction product. The product is: [F:8][C:6]1[CH:5]=[C:4]([N:9]2[C:13]3=[N:14][CH:15]=[CH:16][CH:17]=[C:12]3[C:11]([C:18]([O:20][CH3:21])=[O:19])=[N:10]2)[CH:3]=[C:2]([C:23]#[C:22][C@:24]2([OH:31])[CH2:28][CH2:27][N:26]([CH3:29])[C:25]2=[O:30])[CH:7]=1.